Dataset: Reaction yield outcomes from USPTO patents with 853,638 reactions. Task: Predict the reaction yield, written as a fraction of the theoretical maximum amount of product (1.0 means a 100% yield; for example, 0.34 means a 34% yield). (1) The reactants are C1(C(=[N:14][CH:15]([C@H:21]([CH3:29])[CH2:22][CH2:23][CH2:24][CH:25]([CH3:28])[CH:26]=[CH2:27])[C:16]([O:18][CH2:19][CH3:20])=[O:17])C2C=CC=CC=2)C=CC=CC=1.Cl. The catalyst is C(OCC)C. The product is [NH2:14][CH:15]([C@H:21]([CH3:29])[CH2:22][CH2:23][CH2:24][CH:25]([CH3:28])[CH:26]=[CH2:27])[C:16]([O:18][CH2:19][CH3:20])=[O:17]. The yield is 0.230. (2) The product is [OH:32][CH2:33][CH2:34][CH2:35][C:36]1[CH:37]=[C:38]2[C:42](=[CH:43][CH:44]=1)[C:41](=[C:3]1[C:4]3[C:5](=[N:6][CH:7]=[CH:8][CH:9]=3)[NH:1][C:2]1=[O:10])[O:40][CH2:39]2. The catalyst is O1CCCC1. The reactants are [NH:1]1[C:5]2=[N:6][CH:7]=[CH:8][CH:9]=[C:4]2[CH2:3][C:2]1=[O:10].[Li+].C[Si]([N-][Si](C)(C)C)(C)C.C1COCC1.O1CCCCC1[O:32][CH2:33][CH2:34][CH2:35][C:36]1[CH:37]=[C:38]2[C:42](=[CH:43][CH:44]=1)[C:41](=O)[O:40][CH2:39]2.OS(O)(=O)=O.[OH-].[Na+]. The yield is 0.0900. (3) The reactants are [F:1][C:2]1[CH:3]=[CH:4][C:5]([C:21](=[O:30])[C:22]2[CH:27]=[CH:26][CH:25]=[CH:24][C:23]=2[O:28][CH3:29])=[C:6]([NH:8][C:9](=[O:20])[NH:10][C:11]2[S:12][CH:13]=[C:14]([CH2:16][C:17](O)=[O:18])[N:15]=2)[CH:7]=1.[O:31]([CH2:33][CH2:34][NH2:35])[CH3:32]. No catalyst specified. The product is [F:1][C:2]1[CH:3]=[CH:4][C:5]([C:21](=[O:30])[C:22]2[CH:27]=[CH:26][CH:25]=[CH:24][C:23]=2[O:28][CH3:29])=[C:6]([NH:8][C:9](=[O:20])[NH:10][C:11]2[S:12][CH:13]=[C:14]([CH2:16][C:17]([NH:35][CH2:34][CH2:33][O:31][CH3:32])=[O:18])[N:15]=2)[CH:7]=1. The yield is 0.650. (4) The reactants are [CH2:1]([O:5][C:6]1[C:15]2[C:10](=[CH:11][CH:12]=[C:13]([C:16]3[S:17][CH:18]=[C:19]([C:21]([OH:23])=[O:22])[N:20]=3)[CH:14]=2)[C:9](=[O:24])[N:8]([CH2:25][CH:26]([CH3:28])[CH3:27])[C:7]=1[CH2:29][NH:30]C(OC(C)(C)C)=O)[CH2:2][CH2:3][CH3:4].[ClH:38]. The catalyst is C(OCC)(=O)C. The product is [ClH:38].[NH2:30][CH2:29][C:7]1[N:8]([CH2:25][CH:26]([CH3:27])[CH3:28])[C:9](=[O:24])[C:10]2[C:15]([C:6]=1[O:5][CH2:1][CH2:2][CH2:3][CH3:4])=[CH:14][C:13]([C:16]1[S:17][CH:18]=[C:19]([C:21]([OH:23])=[O:22])[N:20]=1)=[CH:12][CH:11]=2. The yield is 0.929. (5) The reactants are [CH:1]1([S:4]([C:7]2[CH:12]=[CH:11][C:10]([CH:13]([CH2:18][CH:19]3[CH2:24][CH2:23][O:22][CH2:21][CH2:20]3)[C:14](=O)[CH:15]=[CH2:16])=[CH:9][CH:8]=2)(=[O:6])=[O:5])[CH2:3][CH2:2]1.[CH2:25]([O:32][C:33]1[CH:34]=[CH:35][C:36]([CH:39]=O)=[N:37][CH:38]=1)[C:26]1[CH:31]=[CH:30][CH:29]=[CH:28][CH:27]=1.C([O-])(=O)C.[NH4+:45].C(=O)([O-])O.[Na+]. The catalyst is C(O)C.[Cl-].C([N+]1C(C)=C(CCO)SC=1)C1C=CC=CC=1.C(O)(=O)C.O.C(N(CC)CC)C. The product is [CH2:25]([O:32][C:33]1[CH:34]=[CH:35][C:36]([C:39]2[NH:45][C:14]([CH:13]([C:10]3[CH:9]=[CH:8][C:7]([S:4]([CH:1]4[CH2:3][CH2:2]4)(=[O:6])=[O:5])=[CH:12][CH:11]=3)[CH2:18][CH:19]3[CH2:20][CH2:21][O:22][CH2:23][CH2:24]3)=[CH:15][CH:16]=2)=[N:37][CH:38]=1)[C:26]1[CH:31]=[CH:30][CH:29]=[CH:28][CH:27]=1. The yield is 0.820. (6) The yield is 0.630. The reactants are [C:1]([O:5][C:6](=[O:37])[NH:7][C:8]1([C:12]2[CH:17]=[CH:16][C:15]([C:18]3[C:27](=[O:28])[C:26]4[C:21](=[C:22]([NH2:30])[C:23]([NH2:29])=[CH:24][CH:25]=4)[O:20][C:19]=3[C:31]3[CH:36]=[CH:35][CH:34]=[CH:33][CH:32]=3)=[CH:14][CH:13]=2)[CH2:11][CH2:10][CH2:9]1)([CH3:4])([CH3:3])[CH3:2].[N:38]([O-])=O.[Na+]. The product is [C:1]([O:5][C:6](=[O:37])[NH:7][C:8]1([C:12]2[CH:13]=[CH:14][C:15]([C:18]3[C:27](=[O:28])[C:26]4[C:21]([O:20][C:19]=3[C:31]3[CH:32]=[CH:33][CH:34]=[CH:35][CH:36]=3)=[C:22]3[NH:30][N:38]=[N:29][C:23]3=[CH:24][CH:25]=4)=[CH:16][CH:17]=2)[CH2:11][CH2:10][CH2:9]1)([CH3:4])([CH3:2])[CH3:3]. The catalyst is C(O)(=O)C.O. (7) The reactants are [H-].[Na+].[CH2:3]([OH:15])[CH2:4][O:5][CH2:6][CH2:7][O:8][CH2:9][CH2:10][O:11][CH2:12][CH2:13]O.S([O-])(=O)(=O)C.[CH2:21]([O:28][CH2:29][CH2:30][O:31][CH2:32][CH2:33][O:34][CH2:35][CH2:36][O:37][CH2:38][CH2:39][OH:40])[C:22]1[CH:27]=[CH:26][CH:25]=[CH:24][CH:23]=1. The catalyst is O1CCCC1. The product is [CH2:21]([O:28][CH2:29][CH2:30][O:31][CH2:32][CH2:33][O:34][CH2:35][CH2:36][O:37][CH2:38][CH2:39][O:40][CH2:13][CH2:12][O:11][CH2:10][CH2:9][O:8][CH2:7][CH2:6][O:5][CH2:4][CH2:3][OH:15])[C:22]1[CH:23]=[CH:24][CH:25]=[CH:26][CH:27]=1. The yield is 0.340.